From a dataset of Full USPTO retrosynthesis dataset with 1.9M reactions from patents (1976-2016). Predict the reactants needed to synthesize the given product. (1) Given the product [CH3:14][N:4]1[C:5]2=[N:6][CH:7]=[CH:8][C:9]([N+:11]([O-:13])=[O:12])=[C:10]2[C:2]([C:22]2[CH:23]=[C:24]3[C:19]([CH2:18][CH2:17][N:16]3[CH3:15])=[CH:20][CH:21]=2)=[CH:3]1, predict the reactants needed to synthesize it. The reactants are: I[C:2]1[C:10]2[C:5](=[N:6][CH:7]=[CH:8][C:9]=2[N+:11]([O-:13])=[O:12])[N:4]([CH3:14])[CH:3]=1.[CH3:15][N:16]1[C:24]2[C:19](=[CH:20][CH:21]=[C:22](B3OC(C)(C)C(C)(C)O3)[CH:23]=2)[CH2:18][CH2:17]1.C(=O)([O-])[O-].[Na+].[Na+]. (2) Given the product [CH2:9]([O:16][C:17]([C:19]1([C:50](=[O:52])[NH:60][N:61]2[CH2:66][CH2:65][CH2:64][CH2:63][CH2:62]2)[CH2:20][CH2:21][N:22]([CH2:25][C:26]2[CH:27]=[CH:28][C:29]([C:32]3[N:36]=[C:35]([C:37]4[CH:42]=[CH:41][C:40]([C:43]5[CH:44]=[CH:45][CH:46]=[CH:47][CH:48]=5)=[C:39]([F:49])[CH:38]=4)[O:34][N:33]=3)=[CH:30][CH:31]=2)[CH2:23][CH2:24]1)=[O:18])[C:10]1[CH:11]=[CH:12][CH:13]=[CH:14][CH:15]=1, predict the reactants needed to synthesize it. The reactants are: ClC(OCC(C)C)=O.[CH2:9]([O:16][C:17]([C:19]1([C:50]([OH:52])=O)[CH2:24][CH2:23][N:22]([CH2:25][C:26]2[CH:31]=[CH:30][C:29]([C:32]3[N:36]=[C:35]([C:37]4[CH:42]=[CH:41][C:40]([C:43]5[CH:48]=[CH:47][CH:46]=[CH:45][CH:44]=5)=[C:39]([F:49])[CH:38]=4)[O:34][N:33]=3)=[CH:28][CH:27]=2)[CH2:21][CH2:20]1)=[O:18])[C:10]1[CH:15]=[CH:14][CH:13]=[CH:12][CH:11]=1.CN1CCOCC1.[NH2:60][N:61]1[CH2:66][CH2:65][CH2:64][CH2:63][CH2:62]1. (3) Given the product [F:17][C:18]1[CH:26]=[C:25]2[C:21]([C:22]([C:27]3[CH:28]=[N:29][N:30]([CH:32]4[CH2:37][CH2:36][N:35]([C:13](=[O:15])[C@H:9]([NH:8][C:1](=[O:2])[O:3][C:4]([CH3:5])([CH3:6])[CH3:7])[CH:10]([CH3:11])[CH3:12])[CH2:34][CH2:33]4)[CH:31]=3)=[CH:23][NH:24]2)=[CH:20][CH:19]=1, predict the reactants needed to synthesize it. The reactants are: [C:1]([NH:8][C@@H:9]([C:13]([OH:15])=O)[CH:10]([CH3:12])[CH3:11])([O:3][C:4]([CH3:7])([CH3:6])[CH3:5])=[O:2].Cl.[F:17][C:18]1[CH:26]=[C:25]2[C:21]([C:22]([C:27]3[CH:28]=[N:29][N:30]([CH:32]4[CH2:37][CH2:36][NH:35][CH2:34][CH2:33]4)[CH:31]=3)=[CH:23][NH:24]2)=[CH:20][CH:19]=1. (4) Given the product [CH:1]([S:4]([C:5]1[N:10]=[C:9]([C:11]2[S:12][C:13]3[CH:21]=[CH:20][CH:19]=[CH:18][C:14]=3[C:15](=[O:17])[N:16]=2)[CH:8]=[CH:7][CH:6]=1)=[O:30])([CH3:3])[CH3:2], predict the reactants needed to synthesize it. The reactants are: [CH:1]([S:4][C:5]1[N:10]=[C:9]([C:11]2[S:12][C:13]3[CH:21]=[CH:20][CH:19]=[CH:18][C:14]=3[C:15](=[O:17])[N:16]=2)[CH:8]=[CH:7][CH:6]=1)([CH3:3])[CH3:2].ClC1C=CC=C(C(OO)=[O:30])C=1. (5) Given the product [Cl:11][C:12]1[CH:13]=[C:14]([C:2]2[CH:9]=[CH:8][CH:7]=[C:4]([CH:5]=[O:6])[C:3]=2[OH:10])[CH:15]=[CH:16][C:17]=1[Cl:18], predict the reactants needed to synthesize it. The reactants are: Br[C:2]1[CH:9]=[CH:8][CH:7]=[C:4]([CH:5]=[O:6])[C:3]=1[OH:10].[Cl:11][C:12]1[CH:13]=[C:14](B(O)O)[CH:15]=[CH:16][C:17]=1[Cl:18].Cl.C(NCC1C(O)=C(C2C=CC(Cl)=C(Cl)C=2)C=C(C2C=CC(Cl)=CC=2)C=1)(C)(C)C.